This data is from Reaction yield outcomes from USPTO patents with 853,638 reactions. The task is: Predict the reaction yield, written as a fraction of the theoretical maximum amount of product (1.0 means a 100% yield; for example, 0.34 means a 34% yield). (1) The reactants are [CH3:1][C:2]1[O:6][N:5]=[C:4]([C:7]2[CH:12]=[CH:11][CH:10]=[CH:9][CH:8]=2)[C:3]=1[CH2:13][OH:14].[H-].[Na+].[CH2:17]([O:19][C:20]([C:22]1[N:26]2[N:27]=[C:28](Cl)[CH:29]=[CH:30][C:25]2=[N:24][N:23]=1)=[O:21])[CH3:18]. The product is [CH2:17]([O:19][C:20]([C:22]1[N:26]2[N:27]=[C:28]([O:14][CH2:13][C:3]3[C:4]([C:7]4[CH:12]=[CH:11][CH:10]=[CH:9][CH:8]=4)=[N:5][O:6][C:2]=3[CH3:1])[CH:29]=[CH:30][C:25]2=[N:24][N:23]=1)=[O:21])[CH3:18]. The yield is 0.140. The catalyst is CN(C=O)C. (2) The reactants are [CH3:1][S:2]([OH:5])(=[O:4])=[O:3].[NH2:6][C:7]1[CH:16]=[C:15]2[C:10]([CH:11]=[C:12]([C:20]3[C:21]([Cl:37])=[CH:22][C:23]([F:36])=[C:24]([NH:26][C:27]([NH:29][C:30]4[CH:35]=[CH:34][CH:33]=[CH:32][CH:31]=4)=[O:28])[CH:25]=3)[C:13](=[O:19])[N:14]2[CH2:17][CH3:18])=[CH:9][N:8]=1. The yield is 0.970. The product is [CH3:1][S:2]([OH:5])(=[O:4])=[O:3].[NH2:6][C:7]1[CH:16]=[C:15]2[C:10]([CH:11]=[C:12]([C:20]3[C:21]([Cl:37])=[CH:22][C:23]([F:36])=[C:24]([NH:26][C:27]([NH:29][C:30]4[CH:31]=[CH:32][CH:33]=[CH:34][CH:35]=4)=[O:28])[CH:25]=3)[C:13](=[O:19])[N:14]2[CH2:17][CH3:18])=[CH:9][N:8]=1. The catalyst is C(Cl)Cl.CC#N.O.